This data is from Catalyst prediction with 721,799 reactions and 888 catalyst types from USPTO. The task is: Predict which catalyst facilitates the given reaction. (1) Reactant: C(O)(C(F)(F)F)=O.C([O:12][C:13]([C:15]1[CH:16]=[C:17]([C:21]2[C:22]([N:42]([CH3:47])[S:43]([CH3:46])(=[O:45])=[O:44])=[CH:23][C:24]3[O:28][C:27]([C:29]4[CH:34]=[CH:33][C:32]([F:35])=[CH:31][CH:30]=4)=[C:26]([C:36]([O:38][CH2:39][CH3:40])=[O:37])[C:25]=3[CH:41]=2)[CH:18]=[CH:19][CH:20]=1)=[O:14])(C)(C)C. Product: [CH2:39]([O:38][C:36]([C:26]1[C:25]2[CH:41]=[C:21]([C:17]3[CH:16]=[C:15]([CH:20]=[CH:19][CH:18]=3)[C:13]([OH:14])=[O:12])[C:22]([N:42]([CH3:47])[S:43]([CH3:46])(=[O:45])=[O:44])=[CH:23][C:24]=2[O:28][C:27]=1[C:29]1[CH:30]=[CH:31][C:32]([F:35])=[CH:33][CH:34]=1)=[O:37])[CH3:40]. The catalyst class is: 26. (2) Reactant: [NH:1]1[CH:5]=[CH:4][N:3]=[C:2]1[CH2:6][N:7]([CH2:14][C:15]1[CH:28]=[CH:27][C:18]([C:19]([NH:21][CH2:22][CH2:23][CH2:24][CH2:25][NH2:26])=[O:20])=[CH:17][CH:16]=1)[CH2:8][C:9]1[NH:10][CH:11]=[CH:12][N:13]=1.[F:29][C:30]([F:40])([F:39])[C:31]1[CH:38]=[CH:37][CH:36]=[CH:35][C:32]=1[CH:33]=O.C(OC)(OC)OC.[BH4-].[Na+]. Product: [NH:1]1[CH:5]=[CH:4][N:3]=[C:2]1[CH2:6][N:7]([CH2:14][C:15]1[CH:28]=[CH:27][C:18]([C:19]([NH:21][CH2:22][CH2:23][CH2:24][CH2:25][NH:26][CH2:33][C:32]2[CH:35]=[CH:36][CH:37]=[CH:38][C:31]=2[C:30]([F:29])([F:39])[F:40])=[O:20])=[CH:17][CH:16]=1)[CH2:8][C:9]1[NH:13][CH:12]=[CH:11][N:10]=1. The catalyst class is: 5. (3) Reactant: [Cl-].O[NH3+:3].[C:4](=[O:7])([O-])[OH:5].[Na+].CS(C)=O.[CH2:13]([C:17]1[N:18]=[C:19]([CH3:48])[N:20]([C:39]2[CH:44]=[CH:43][C:42]([O:45][CH3:46])=[C:41]([CH3:47])[CH:40]=2)[C:21](=[O:38])[C:22]=1[CH2:23][C:24]1[CH:29]=[CH:28][C:27]([C:30]2[C:31]([C:36]#[N:37])=[CH:32][CH:33]=[CH:34][CH:35]=2)=[CH:26][CH:25]=1)[CH2:14][CH2:15][CH3:16]. Product: [CH2:13]([C:17]1[N:18]=[C:19]([CH3:48])[N:20]([C:39]2[CH:44]=[CH:43][C:42]([O:45][CH3:46])=[C:41]([CH3:47])[CH:40]=2)[C:21](=[O:38])[C:22]=1[CH2:23][C:24]1[CH:25]=[CH:26][C:27]([C:30]2[CH:35]=[CH:34][CH:33]=[CH:32][C:31]=2[C:36]2[NH:3][C:4](=[O:7])[O:5][N:37]=2)=[CH:28][CH:29]=1)[CH2:14][CH2:15][CH3:16]. The catalyst class is: 69. (4) Reactant: [N+:1]([C:4]1[C:5]([C:9]([OH:11])=[O:10])=[N:6][NH:7][CH:8]=1)([O-:3])=[O:2].[C:12](Cl)(=O)C(Cl)=O.CO. Product: [CH3:12][O:10][C:9]([C:5]1[C:4]([N+:1]([O-:3])=[O:2])=[CH:8][NH:7][N:6]=1)=[O:11]. The catalyst class is: 120.